Dataset: Reaction yield outcomes from USPTO patents with 853,638 reactions. Task: Predict the reaction yield, written as a fraction of the theoretical maximum amount of product (1.0 means a 100% yield; for example, 0.34 means a 34% yield). (1) The reactants are [Cl:1][C:2]1[CH:7]=[C:6]([Cl:8])[CH:5]=[CH:4][C:3]=1[C:9](=O)[CH3:10].[NH2:12][C:13]([NH2:15])=[S:14]. No catalyst specified. The product is [NH2:15][C:13]1[S:14][CH:10]=[C:9]([C:3]2[CH:4]=[CH:5][C:6]([Cl:8])=[CH:7][C:2]=2[Cl:1])[N:12]=1. The yield is 0.971. (2) The reactants are C([O:3][C:4]([C:6]1[C:15](=[O:16])[C:14]2[C:9](=[CH:10][CH:11]=[CH:12][C:13]=2[O:17][CH3:18])[NH:8][CH:7]=1)=[O:5])C. The catalyst is [OH-].[Na+]. The product is [CH3:18][O:17][C:13]1[CH:12]=[CH:11][CH:10]=[C:9]2[C:14]=1[C:15](=[O:16])[C:6]([C:4]([OH:5])=[O:3])=[CH:7][NH:8]2. The yield is 0.520. (3) The reactants are [CH2:1]([O:3][C:4](=[O:18])[CH:5]([C:11]([C:13]1[NH:14][CH:15]=[CH:16][CH:17]=1)=[O:12])[C:6]([O:8][CH2:9][CH3:10])=[O:7])[CH3:2].C[Si]([N-][Si](C)(C)C)(C)C.[Li+].[CH2:29](Br)[C:30]1[CH:35]=[CH:34][CH:33]=[CH:32][CH:31]=1. The catalyst is COCCOC.C(OCC)(=O)C. The product is [CH2:1]([O:3][C:4](=[O:18])[C:5]([CH2:29][C:30]1[CH:35]=[CH:34][CH:33]=[CH:32][CH:31]=1)([C:11]([C:13]1[NH:14][CH:15]=[CH:16][CH:17]=1)=[O:12])[C:6]([O:8][CH2:9][CH3:10])=[O:7])[CH3:2]. The yield is 0.840. (4) The reactants are Br[C:2]1[C:7]([O:8][CH3:9])=[CH:6][C:5]([C:10]([CH3:18])([CH3:17])[CH2:11][CH2:12][CH2:13][CH2:14][CH2:15][CH3:16])=[CH:4][C:3]=1[O:19][CH3:20].[Li]CCCC.[B:26](OC)([O:29]C)[O:27]C.Cl. The catalyst is C1COCC1. The product is [CH3:20][O:19][C:3]1[CH:4]=[C:5]([C:10]([CH3:18])([CH2:11][CH2:12][CH2:13][CH2:14][CH2:15][CH3:16])[CH3:17])[CH:6]=[C:7]([O:8][CH3:9])[C:2]=1[B:26]([OH:29])[OH:27]. The yield is 0.830.